From a dataset of Forward reaction prediction with 1.9M reactions from USPTO patents (1976-2016). Predict the product of the given reaction. (1) Given the reactants [Cl:1][C:2]1[CH:7]=[CH:6][C:5]([C:8]2[C:9](=O)[NH:10][N:11]=[CH:12][C:13]=2[C:14]2[CH:19]=[CH:18][C:17]([Cl:20])=[CH:16][CH:15]=2)=[CH:4][CH:3]=1.N1C=CC=CC=1.O=P(Cl)(Cl)[Cl:30], predict the reaction product. The product is: [Cl:30][C:9]1[N:10]=[N:11][CH:12]=[C:13]([C:14]2[CH:19]=[CH:18][C:17]([Cl:20])=[CH:16][CH:15]=2)[C:8]=1[C:5]1[CH:6]=[CH:7][C:2]([Cl:1])=[CH:3][CH:4]=1. (2) Given the reactants [H-].[Al+3].[Li+].[H-].[H-].[H-].[NH2:7][C:8]1[CH:9]=[C:10]([C:14]2([CH3:28])[CH:19]3[CH:15]2[CH2:16][N:17]([CH2:21][C:22]2[CH:27]=[CH:26][CH:25]=[CH:24][CH:23]=2)[C:18]3=O)[CH:11]=[CH:12][CH:13]=1.Cl.[OH-].[Na+], predict the reaction product. The product is: [CH2:21]([N:17]1[CH2:16][CH:15]2[CH:19]([C:14]2([C:10]2[CH:9]=[C:8]([NH2:7])[CH:13]=[CH:12][CH:11]=2)[CH3:28])[CH2:18]1)[C:22]1[CH:23]=[CH:24][CH:25]=[CH:26][CH:27]=1. (3) Given the reactants [F:1][C:2]1[CH:20]=[C:19]([F:21])[CH:18]=[CH:17][C:3]=1[C:4]([NH:6][C:7]1[CH:12]=[CH:11][C:10]([F:13])=[C:9]([N+:14]([O-])=O)[CH:8]=1)=[O:5].O.O.Cl[Sn]Cl.Cl, predict the reaction product. The product is: [F:1][C:2]1[CH:20]=[C:19]([F:21])[CH:18]=[CH:17][C:3]=1[C:4]([NH:6][C:7]1[CH:12]=[CH:11][C:10]([F:13])=[C:9]([NH2:14])[CH:8]=1)=[O:5]. (4) The product is: [O:1]1[C:6]2[CH:7]=[CH:8][C:9]([C:11]([C:13]3[CH:18]=[CH:17][C:16]([O:19][CH3:20])=[C:15]([O:21][CH2:22][CH3:23])[CH:14]=3)=[CH:32][C:33]#[N:34])=[CH:10][C:5]=2[O:4][CH2:3][CH2:2]1. Given the reactants [O:1]1[C:6]2[CH:7]=[CH:8][C:9]([C:11]([C:13]3[CH:18]=[CH:17][C:16]([O:19][CH3:20])=[C:15]([O:21][CH2:22][CH3:23])[CH:14]=3)=O)=[CH:10][C:5]=2[O:4][CH2:3][CH2:2]1.C(OP([CH2:32][C:33]#[N:34])(=O)OCC)C.C[Si]([N-][Si](C)(C)C)(C)C.[Li+].O1C2C=CC(C(C3C=C(OC)C=C(OC)C=3)=CC#N)=CC=2OCC1, predict the reaction product. (5) Given the reactants [CH3:1][C:2]1[CH:3]=[C:4]([NH:8][C:9]([NH:11][C:12]2[CH:32]=[CH:31][C:15]([O:16][C:17]3[CH:22]=[CH:21][N:20]=[C:19]([C:23]4[NH:27][CH:26]=[C:25]([C:28]([OH:30])=O)[CH:24]=4)[CH:18]=3)=[CH:14][CH:13]=2)=[O:10])[CH:5]=[CH:6][CH:7]=1.CN(C(O[N:41]1[N:49]=NC2C=CC=NC1=2)=[N+](C)C)C.F[P-](F)(F)(F)(F)F.C(N(CC)C(C)C)(C)C.O.NN, predict the reaction product. The product is: [NH:41]([C:28]([C:25]1[CH:24]=[C:23]([C:19]2[CH:18]=[C:17]([O:16][C:15]3[CH:31]=[CH:32][C:12]([NH:11][C:9]([NH:8][C:4]4[CH:5]=[CH:6][CH:7]=[C:2]([CH3:1])[CH:3]=4)=[O:10])=[CH:13][CH:14]=3)[CH:22]=[CH:21][N:20]=2)[NH:27][CH:26]=1)=[O:30])[NH2:49]. (6) Given the reactants CC1(C)C(C)(C)OB([C:9]2[CH:14]=[CH:13][C:12]([S:15]([C:18]3[CH:19]=[CH:20][C:21]([NH2:24])=[N:22][CH:23]=3)(=[O:17])=[O:16])=[CH:11][CH:10]=2)O1.Cl[C:27]1[N:32]=[CH:31][C:30]([C:33]([OH:42])([C:38]([F:41])([F:40])[F:39])[C:34]([F:37])([F:36])[F:35])=[CH:29][N:28]=1.C(=O)([O-])[O-].[Cs+].[Cs+].COCCOC, predict the reaction product. The product is: [NH2:24][C:21]1[N:22]=[CH:23][C:18]([S:15]([C:12]2[CH:11]=[CH:10][C:9]([C:27]3[N:28]=[CH:29][C:30]([C:33]([OH:42])([C:34]([F:35])([F:36])[F:37])[C:38]([F:40])([F:41])[F:39])=[CH:31][N:32]=3)=[CH:14][CH:13]=2)(=[O:16])=[O:17])=[CH:19][CH:20]=1. (7) Given the reactants [NH:1]1[C:5]2=[N:6][CH:7]=[CH:8][CH:9]=[C:4]2[CH:3]=[CH:2]1.[C:10]1([CH3:20])[CH:15]=[CH:14][C:13]([S:16](Cl)(=[O:18])=[O:17])=[CH:12][CH:11]=1.[OH-].[Na+].O, predict the reaction product. The product is: [S:16]([N:1]1[C:5]2=[N:6][CH:7]=[CH:8][CH:9]=[C:4]2[CH:3]=[CH:2]1)([C:13]1[CH:14]=[CH:15][C:10]([CH3:20])=[CH:11][CH:12]=1)(=[O:18])=[O:17].